From a dataset of Reaction yield outcomes from USPTO patents with 853,638 reactions. Predict the reaction yield, written as a fraction of the theoretical maximum amount of product (1.0 means a 100% yield; for example, 0.34 means a 34% yield). (1) The reactants are [NH2:1][C:2]1[CH:7]=[CH:6][C:5]([CH2:8][C:9]([O:11][C:12]([CH3:15])([CH3:14])[CH3:13])=[O:10])=[CH:4][C:3]=1[CH3:16].CCN(CC)CC.[F:24][C:25]([F:36])([F:35])[C:26]1[CH:31]=[CH:30][CH:29]=[CH:28][C:27]=1[N:32]=[C:33]=[O:34]. The catalyst is C1COCC1. The product is [CH3:16][C:3]1[CH:4]=[C:5]([CH2:8][C:9]([O:11][C:12]([CH3:13])([CH3:15])[CH3:14])=[O:10])[CH:6]=[CH:7][C:2]=1[NH:1][C:33]([NH:32][C:27]1[CH:28]=[CH:29][CH:30]=[CH:31][C:26]=1[C:25]([F:24])([F:35])[F:36])=[O:34]. The yield is 0.620. (2) The reactants are [O:1]1[CH2:4][CH:3]([CH2:5][OH:6])[CH2:2]1.[H-].[Na+].[Br:9][C:10]1[CH:15]=[CH:14][C:13](F)=[CH:12][CH:11]=1. The catalyst is CN(C=O)C. The product is [Br:9][C:10]1[CH:15]=[CH:14][C:13]([O:6][CH2:5][CH:3]2[CH2:4][O:1][CH2:2]2)=[CH:12][CH:11]=1. The yield is 0.150. (3) The reactants are [Cl:1][C:2]1[CH:10]=[C:9]2[C:5]([C:6]([CH2:17][OH:18])=[N:7][N:8]2[CH:11]2[CH2:16][CH2:15][CH2:14][CH2:13][O:12]2)=[CH:4][CH:3]=1.CS(C)=O. The catalyst is CCOC(C)=O.O. The product is [Cl:1][C:2]1[CH:10]=[C:9]2[C:5]([C:6]([CH:17]=[O:18])=[N:7][N:8]2[CH:11]2[CH2:16][CH2:15][CH2:14][CH2:13][O:12]2)=[CH:4][CH:3]=1. The yield is 0.920. (4) The reactants are [CH3:1][C:2]1[CH:3]=[C:4]([CH:7]=[C:8]([CH3:11])[C:9]=1[OH:10])[CH:5]=[O:6].C([O-])([O-])=O.[Cs+].[Cs+].[CH2:18]([O:20][C:21](=[O:26])[C:22](Br)([CH3:24])[CH3:23])[CH3:19]. The catalyst is CC(C)C(=O)C. The product is [CH2:18]([O:20][C:21](=[O:26])[C:22]([O:10][C:9]1[C:8]([CH3:11])=[CH:7][C:4]([CH:5]=[O:6])=[CH:3][C:2]=1[CH3:1])([CH3:24])[CH3:23])[CH3:19]. The yield is 0.900. (5) The reactants are [CH3:1][O:2][C:3]1[CH:15]=[CH:14][C:13]([N+:16]([O-])=O)=[CH:12][C:4]=1[CH2:5][N:6]1[CH2:11][CH2:10][O:9][CH2:8][CH2:7]1.C(O)C.O.NN. The catalyst is C1COCC1.[Ni]. The product is [CH3:1][O:2][C:3]1[CH:15]=[CH:14][C:13]([NH2:16])=[CH:12][C:4]=1[CH2:5][N:6]1[CH2:11][CH2:10][O:9][CH2:8][CH2:7]1. The yield is 0.670.